This data is from Reaction yield outcomes from USPTO patents with 853,638 reactions. The task is: Predict the reaction yield, written as a fraction of the theoretical maximum amount of product (1.0 means a 100% yield; for example, 0.34 means a 34% yield). (1) The reactants are [C:1]([CH:5]([C:22]([O:24][CH3:25])=[O:23])[C:6]1[CH:7]=[CH:8][N:9]2[C:14]([CH:15]=1)=[CH:13][CH:12]=[C:11]([C:16]([O:18][CH2:19][CH3:20])=[O:17])[C:10]2=[O:21])([O:3][CH3:4])=[O:2].Br[CH2:27][C:28]([O:30][CH2:31][CH3:32])=[O:29]. The catalyst is O. The product is [C:1]([C:5]([C:6]1[CH:7]=[CH:8][N:9]2[C:14]([CH:15]=1)=[CH:13][CH:12]=[C:11]([C:16]([O:18][CH2:19][CH3:20])=[O:17])[C:10]2=[O:21])([C:22]([O:24][CH3:25])=[O:23])[CH2:27][C:28]([O:30][CH2:31][CH3:32])=[O:29])([O:3][CH3:4])=[O:2]. The yield is 0.740. (2) The reactants are [Cl-].Cl.[NH2:3][C@@H:4]([CH2:9][CH2:10][CH2:11][NH:12][C:13]([O:15][C:16]([CH3:19])([CH3:18])[CH3:17])=[O:14])[C:5]([O:7][CH3:8])=[O:6].[CH2:20]([N:27]1[CH:32]=[CH:31][CH:30]=[C:29]([C:33](O)=[O:34])[C:28]1=[O:36])[C:21]1[CH:26]=[CH:25][CH:24]=[CH:23][CH:22]=1.CN(C(ON1N=N[C:47]2[CH:48]=[CH:49][CH:50]=[CH:51][C:46]1=2)=[N+](C)C)C.F[P-](F)(F)(F)(F)F.CCN(C(C)C)C(C)C. The catalyst is CN(C=O)C.CCOC(C)=O. The product is [C:16]([O:15][C:13]([NH:12][CH2:11][CH2:10][CH2:9][C@H:4]([NH:3][C:33]([C:29]1[C:28](=[O:36])[N:27]([CH:20]([C:21]2[CH:26]=[CH:25][CH:24]=[CH:23][CH:22]=2)[C:46]2[CH:51]=[CH:50][CH:49]=[CH:48][CH:47]=2)[CH:32]=[CH:31][CH:30]=1)=[O:34])[C:5]([O:7][CH3:8])=[O:6])=[O:14])([CH3:19])([CH3:18])[CH3:17]. The yield is 0.960. (3) The reactants are [C:1]([N:4]1[CH2:8][C@H:7]([OH:9])[CH2:6][C@H:5]1[C:10]([OH:12])=O)(=[O:3])[CH3:2].CCN(CC)CC.F[P-](F)(F)(F)(F)F.N1(O[P+](N(C)C)(N(C)C)N(C)C)C2C=CC=CC=2N=N1.[F:47][C:48]([F:78])([F:77])[C:49]1[CH:50]=[C:51]([C:59]([CH3:76])([CH3:75])[C:60]([N:62]([CH3:74])[C@H:63]2[C@H:67]([C:68]3[CH:73]=[CH:72][CH:71]=[CH:70][CH:69]=3)[CH2:66][NH:65][CH2:64]2)=[O:61])[CH:52]=[C:53]([C:55]([F:58])([F:57])[F:56])[CH:54]=1. The catalyst is C1COCC1. The product is [C:1]([N:4]1[CH2:8][C@H:7]([OH:9])[CH2:6][C@H:5]1[C:10]([N:65]1[CH2:66][C@@H:67]([C:68]2[CH:73]=[CH:72][CH:71]=[CH:70][CH:69]=2)[C@H:63]([N:62]([CH3:74])[C:60](=[O:61])[C:59]([C:51]2[CH:50]=[C:49]([C:48]([F:78])([F:47])[F:77])[CH:54]=[C:53]([C:55]([F:56])([F:57])[F:58])[CH:52]=2)([CH3:76])[CH3:75])[CH2:64]1)=[O:12])(=[O:3])[CH3:2]. The yield is 0.290. (4) The reactants are [Al+3].[Cl-].[Cl-].[Cl-].[CH3:5][O:6][C:7](=[O:11])[C:8](Cl)=[O:9].[C:12]1([O:22][CH2:23][CH2:24][N:25]2[CH2:30][CH2:29][O:28][CH2:27][CH2:26]2)[C:21]2[C:16](=[CH:17][CH:18]=[CH:19][CH:20]=2)[CH:15]=[CH:14][CH:13]=1. The catalyst is C(Cl)Cl. The product is [CH3:5][O:6][C:7](=[O:11])[C:8]([C:15]1[C:16]2[C:21](=[CH:20][CH:19]=[CH:18][CH:17]=2)[C:12]([O:22][CH2:23][CH2:24][N:25]2[CH2:30][CH2:29][O:28][CH2:27][CH2:26]2)=[CH:13][CH:14]=1)=[O:9]. The yield is 0.970. (5) The reactants are O[C@H:2]1[CH2:7][CH2:6][C@H:5]([CH2:8][C@H:9]([NH:23][C:24](=[O:30])[O:25][C:26]([CH3:29])([CH3:28])[CH3:27])[CH2:10][N:11]([C:13]([O:15][CH2:16][C:17]2[CH:22]=[CH:21][CH:20]=[CH:19][CH:18]=2)=[O:14])[CH3:12])[CH2:4][CH2:3]1.CCN(CC)CC.[F:38]C(F)(S(F)(=O)=O)C(F)(F)C(F)(F)C(F)(F)F.C1COCC1. No catalyst specified. The product is [F:38][C@H:2]1[CH2:7][CH2:6][C@H:5]([CH2:8][C@H:9]([NH:23][C:24](=[O:30])[O:25][C:26]([CH3:29])([CH3:28])[CH3:27])[CH2:10][N:11]([C:13]([O:15][CH2:16][C:17]2[CH:22]=[CH:21][CH:20]=[CH:19][CH:18]=2)=[O:14])[CH3:12])[CH2:4][CH2:3]1. The yield is 0.400. (6) The reactants are [NH2:1][C:2]1[CH:7]=[C:6]([O:8][CH3:9])[CH:5]=[CH:4][C:3]=1[NH:10][C:11](=[O:19])[C:12]1[CH:17]=[CH:16][C:15](Cl)=[N:14][CH:13]=1.[CH2:20]([NH2:23])[CH2:21][NH2:22]. No catalyst specified. The product is [NH2:1][C:2]1[CH:7]=[C:6]([O:8][CH3:9])[CH:5]=[CH:4][C:3]=1[NH:10][C:11](=[O:19])[C:12]1[CH:17]=[CH:16][C:15]([NH:22][CH2:21][CH2:20][NH2:23])=[N:14][CH:13]=1. The yield is 0.480. (7) The reactants are Cl.BrC1SC2=NC(N)=CN2C=1.C(OC(NCC(N1CCC[C@H]1C(O)=O)=O)=O)(C)(C)C.[C:31]([O:35][C:36](=[O:64])[NH:37][C@@H:38](C1C=CC=CC=1)[C:39]([N:41]1[CH2:45][CH2:44][CH2:43][C@H:42]1[C:46](=[O:57])[NH:47][C:48]1[N:49]=[C:50]2[N:54]([CH:55]=1)[CH:53]=[C:52]([Br:56])[S:51]2)=[O:40])([CH3:34])([CH3:33])[CH3:32]. No catalyst specified. The product is [C:31]([O:35][C:36](=[O:64])[NH:37][CH2:38][C:39]([N:41]1[CH2:45][CH2:44][CH2:43][C@H:42]1[C:46](=[O:57])[NH:47][C:48]1[N:49]=[C:50]2[N:54]([CH:55]=1)[CH:53]=[C:52]([Br:56])[S:51]2)=[O:40])([CH3:34])([CH3:32])[CH3:33]. The yield is 0.460.